From a dataset of Reaction yield outcomes from USPTO patents with 853,638 reactions. Predict the reaction yield, written as a fraction of the theoretical maximum amount of product (1.0 means a 100% yield; for example, 0.34 means a 34% yield). The reactants are Cl.[CH3:2][O:3][C:4]([C:6]1([N+:16]([O-])=O)[CH2:8][CH:7]1[C:9]1[CH:14]=[CH:13][CH:12]=[CH:11][C:10]=1[Br:15])=[O:5].C(=O)([O-])O.[Na+]. The catalyst is C(O)(C)C.[Zn]. The product is [CH3:2][O:3][C:4]([C:6]1([NH2:16])[CH2:8][CH:7]1[C:9]1[CH:14]=[CH:13][CH:12]=[CH:11][C:10]=1[Br:15])=[O:5]. The yield is 0.200.